The task is: Predict the product of the given reaction.. This data is from Forward reaction prediction with 1.9M reactions from USPTO patents (1976-2016). (1) Given the reactants [O:1]1[C:5]2[CH:6]=[CH:7][CH:8]=[CH:9][C:4]=2[C:3]([C:10]2[CH:11]=[N:12][NH:13][C:14]=2[NH2:15])=[N:2]1.[Cl:16][C:17]1[CH:22]=[CH:21][C:20]([C:23](=O)[CH2:24][C:25](OCC)=[O:26])=[CH:19][C:18]=1[O:31][CH3:32].CC1C=CC(S(O)(=O)=O)=CC=1, predict the reaction product. The product is: [O:1]1[C:5]2[CH:6]=[CH:7][CH:8]=[CH:9][C:4]=2[C:3]([C:10]2[CH:11]=[N:12][N:13]3[C:25](=[O:26])[CH:24]=[C:23]([C:20]4[CH:21]=[CH:22][C:17]([Cl:16])=[C:18]([O:31][CH3:32])[CH:19]=4)[NH:15][C:14]=23)=[N:2]1. (2) Given the reactants [2H][C:2]1[C:7]([2H])=[C:6]([NH2:9])[C:5]([NH2:10])=[C:4]([2H])[C:3]=1[2H].[F:13][CH:14]([F:18])[C:15](O)=O.C(=O)([O-])[O-].[Na+].[Na+], predict the reaction product. The product is: [F:13][CH:14]([F:18])[C:15]1[NH:10][C:5]2[CH:4]=[CH:3][CH:2]=[CH:7][C:6]=2[N:9]=1. (3) Given the reactants [F:1][C:2]([F:7])([F:6])[C:3]([OH:5])=[O:4].[F:8][C:9]([F:14])([F:13])[C:10]([OH:12])=[O:11].FC(F)(F)C(O)=O.[Cl:22][C:23]1[CH:24]=[N:25][C:26]2[NH:27][C:28]3[CH:29]=[N:30][CH:31]=[C:32]([CH:53]=3)[CH2:33][CH2:34][C:35]3[CH:43]=[C:39]([NH:40][C:41]=1[N:42]=2)[CH:38]=[CH:37][C:36]=3[NH:44][C:45](=[O:52])[CH2:46][CH:47]1[CH2:51][CH2:50][NH:49][CH2:48]1.[CH3:54][S:55](Cl)(=[O:57])=[O:56], predict the reaction product. The product is: [F:1][C:2]([F:7])([F:6])[C:3]([OH:5])=[O:4].[F:8][C:9]([F:14])([F:13])[C:10]([OH:12])=[O:11].[Cl:22][C:23]1[CH:24]=[N:25][C:26]2[NH:27][C:28]3[CH:29]=[N:30][CH:31]=[C:32]([CH:53]=3)[CH2:33][CH2:34][C:35]3[CH:43]=[C:39]([NH:40][C:41]=1[N:42]=2)[CH:38]=[CH:37][C:36]=3[NH:44][C:45](=[O:52])[CH2:46][CH:47]1[CH2:51][CH2:50][N:49]([S:55]([CH3:54])(=[O:57])=[O:56])[CH2:48]1. (4) Given the reactants CS(C)=O.C(Cl)(=O)C(Cl)=O.[C:11]1([C@H:17]2[C@H:22]([CH2:23][OH:24])[CH2:21][CH2:20][N:19]([C:25](=[O:30])[C:26]([F:29])([F:28])[F:27])[CH2:18]2)[CH:16]=[CH:15][CH:14]=[CH:13][CH:12]=1.[Cl-].[NH4+], predict the reaction product. The product is: [C:11]1([C@H:17]2[C@H:22]([CH:23]=[O:24])[CH2:21][CH2:20][N:19]([C:25](=[O:30])[C:26]([F:27])([F:28])[F:29])[CH2:18]2)[CH:12]=[CH:13][CH:14]=[CH:15][CH:16]=1. (5) Given the reactants [Cl:1][C:2]1[CH:3]=[C:4]([NH2:20])[CH:5]=[C:6]([F:19])[C:7]=1[O:8][C:9]1[CH:10]=[N:11][C:12]2[C:17]([CH:18]=1)=[CH:16][CH:15]=[CH:14][CH:13]=2.[Cl:21][C:22]1[CH:27]=[C:26]([Cl:28])[C:25]([CH3:29])=[CH:24][C:23]=1[S:30](Cl)(=[O:32])=[O:31], predict the reaction product. The product is: [Cl:1][C:2]1[CH:3]=[C:4]([NH:20][S:30]([C:23]2[CH:24]=[C:25]([CH3:29])[C:26]([Cl:28])=[CH:27][C:22]=2[Cl:21])(=[O:32])=[O:31])[CH:5]=[C:6]([F:19])[C:7]=1[O:8][C:9]1[CH:10]=[N:11][C:12]2[C:17]([CH:18]=1)=[CH:16][CH:15]=[CH:14][CH:13]=2.